Dataset: NCI-60 drug combinations with 297,098 pairs across 59 cell lines. Task: Regression. Given two drug SMILES strings and cell line genomic features, predict the synergy score measuring deviation from expected non-interaction effect. (1) Drug 1: COC1=C2C(=CC3=C1OC=C3)C=CC(=O)O2. Drug 2: C1CN(P(=O)(OC1)NCCCl)CCCl. Cell line: TK-10. Synergy scores: CSS=38.5, Synergy_ZIP=-0.971, Synergy_Bliss=4.59, Synergy_Loewe=-43.1, Synergy_HSA=4.30. (2) Drug 1: CC1C(C(CC(O1)OC2CC(OC(C2O)C)OC3=CC4=CC5=C(C(=O)C(C(C5)C(C(=O)C(C(C)O)O)OC)OC6CC(C(C(O6)C)O)OC7CC(C(C(O7)C)O)OC8CC(C(C(O8)C)O)(C)O)C(=C4C(=C3C)O)O)O)O. Drug 2: CC1C(C(CC(O1)OC2CC(CC3=C2C(=C4C(=C3O)C(=O)C5=C(C4=O)C(=CC=C5)OC)O)(C(=O)CO)O)N)O.Cl. Cell line: PC-3. Synergy scores: CSS=45.2, Synergy_ZIP=1.98, Synergy_Bliss=1.82, Synergy_Loewe=0.255, Synergy_HSA=2.49. (3) Drug 1: CC(C1=C(C=CC(=C1Cl)F)Cl)OC2=C(N=CC(=C2)C3=CN(N=C3)C4CCNCC4)N. Drug 2: CC1CCCC2(C(O2)CC(NC(=O)CC(C(C(=O)C(C1O)C)(C)C)O)C(=CC3=CSC(=N3)C)C)C. Cell line: SR. Synergy scores: CSS=57.0, Synergy_ZIP=2.16, Synergy_Bliss=3.98, Synergy_Loewe=-0.300, Synergy_HSA=2.15.